Dataset: Forward reaction prediction with 1.9M reactions from USPTO patents (1976-2016). Task: Predict the product of the given reaction. (1) Given the reactants [CH3:1][O:2][C:3]1[CH:8]=[C:7]([C:9]([CH3:14])([CH3:13])[C:10](O)=[O:11])[CH:6]=[CH:5][C:4]=1[C:15]1[CH:20]=[C:19]([CH2:21][O:22][CH3:23])[CH:18]=[CH:17][CH:16]=1.C1C=CC2N(O)N=NC=2C=1.[CH2:34]([NH2:38])[CH:35]([CH3:37])[CH3:36].C(Cl)CCl, predict the reaction product. The product is: [CH2:34]([NH:38][C:10](=[O:11])[C:9]([C:7]1[CH:6]=[CH:5][C:4]([C:15]2[CH:16]=[CH:17][CH:18]=[C:19]([CH2:21][O:22][CH3:23])[CH:20]=2)=[C:3]([O:2][CH3:1])[CH:8]=1)([CH3:13])[CH3:14])[CH:35]([CH3:37])[CH3:36]. (2) Given the reactants Br[C:2]1[CH:7]=[CH:6][C:5]([C:8]2([CH2:11][OH:12])[CH2:10][CH2:9]2)=[CH:4][CH:3]=1.[CH3:13][C:14]1([CH3:28])[CH2:19][O:18][B:17]([B:17]2[O:18][CH2:19][C:14]([CH3:28])([CH3:13])[CH2:15][O:16]2)[O:16][CH2:15]1.CC([O-])=O.[K+], predict the reaction product. The product is: [CH3:13][C:14]1([CH3:28])[CH2:19][O:18][B:17]([C:2]2[CH:7]=[CH:6][C:5]([C:8]3([CH2:11][OH:12])[CH2:10][CH2:9]3)=[CH:4][CH:3]=2)[O:16][CH2:15]1.